This data is from Full USPTO retrosynthesis dataset with 1.9M reactions from patents (1976-2016). The task is: Predict the reactants needed to synthesize the given product. (1) Given the product [CH2:1]([O:8][C:9]([NH:11][C@H:12]1[CH2:13][CH2:14][C@H:15]([C@H:18]([NH:23][C:24]([O:26][C:27]([CH3:30])([CH3:29])[CH3:28])=[O:25])[C:19]([OH:21])=[O:20])[CH2:16][CH2:17]1)=[O:10])[C:2]1[CH:3]=[CH:4][CH:5]=[CH:6][CH:7]=1, predict the reactants needed to synthesize it. The reactants are: [CH2:1]([O:8][C:9]([NH:11][C@H:12]1[CH2:17][CH2:16][C@H:15]([C@H:18]([NH:23][C:24]([O:26][C:27]([CH3:30])([CH3:29])[CH3:28])=[O:25])[C:19]([O:21]C)=[O:20])[CH2:14][CH2:13]1)=[O:10])[C:2]1[CH:7]=[CH:6][CH:5]=[CH:4][CH:3]=1.[OH-].[Na+]. (2) Given the product [F:19][C:20]1[CH:25]=[CH:24][C:23]([C:26]([F:29])([F:28])[F:27])=[CH:22][C:21]=1[NH:30][C:31]([NH:18][C:3]1[CH:4]=[CH:5][C:6]([C:8]2[CH:13]=[N:12][CH:11]=[C:10]3[N:14]([CH3:17])[N:15]=[CH:16][C:9]=23)=[CH:7][C:2]=1[CH3:1])=[O:32], predict the reactants needed to synthesize it. The reactants are: [CH3:1][C:2]1[CH:7]=[C:6]([C:8]2[CH:13]=[N:12][CH:11]=[C:10]3[N:14]([CH3:17])[N:15]=[CH:16][C:9]=23)[CH:5]=[CH:4][C:3]=1[NH2:18].[F:19][C:20]1[CH:25]=[CH:24][C:23]([C:26]([F:29])([F:28])[F:27])=[CH:22][C:21]=1[N:30]=[C:31]=[O:32]. (3) Given the product [Br:1][C:2]1[CH:30]=[CH:29][C:5]2[N:6]([C:16]([C:18]3[CH:19]=[CH:20][C:21]4[O:26][CH2:25][C:24](=[O:27])[NH:23][C:22]=4[CH:28]=3)=[O:17])[C@@H:7]([CH2:10][C:11]([OH:13])=[O:12])[CH2:8][O:9][C:4]=2[CH:3]=1, predict the reactants needed to synthesize it. The reactants are: [Br:1][C:2]1[CH:30]=[CH:29][C:5]2[N:6]([C:16]([C:18]3[CH:19]=[CH:20][C:21]4[O:26][CH2:25][C:24](=[O:27])[NH:23][C:22]=4[CH:28]=3)=[O:17])[C@@H:7]([CH2:10][C:11]([O:13]CC)=[O:12])[CH2:8][O:9][C:4]=2[CH:3]=1.[OH-].[Li+].CCOC(C)=O. (4) Given the product [CH:26]([C:29]1[N:51]=[C:32]2[N:33]=[C:34]([C:43]3[CH:44]=[CH:45][C:46]([CH2:11][N:8]4[CH2:7][CH2:6][CH:5]([C:3]5[N:25]=[C:24]([C:19]6[CH:20]=[CH:21][CH:22]=[CH:23][N:18]=6)[NH:2][N:1]=5)[CH2:10][CH2:9]4)=[CH:49][CH:50]=3)[C:35]([C:37]3[CH:42]=[CH:41][CH:40]=[CH:39][CH:38]=3)=[CH:36][N:31]2[N:30]=1)([CH3:28])[CH3:27], predict the reactants needed to synthesize it. The reactants are: [NH:1]([C:3]([CH:5]1[CH2:10][CH2:9][N:8]([C:11](OC(C)(C)C)=O)[CH2:7][CH2:6]1)=O)[NH2:2].[N:18]1[CH:23]=[CH:22][CH:21]=[CH:20][C:19]=1[C:24]#[N:25].[CH:26]([C:29]1[N:51]=[C:32]2[N:33]=[C:34]([C:43]3[CH:50]=[CH:49][C:46](C=O)=[CH:45][CH:44]=3)[C:35]([C:37]3[CH:42]=[CH:41][CH:40]=[CH:39][CH:38]=3)=[CH:36][N:31]2[N:30]=1)([CH3:28])[CH3:27].[BH-](OC(C)=O)(OC(C)=O)OC(C)=O.[Na+]. (5) Given the product [CH2:1]([C@:3]12[CH2:13][CH:12]=[C:11]([C:14]3[CH:19]=[CH:18][CH:17]=[CH:16][CH:15]=3)[CH2:10][C@H:9]1[CH2:8][CH2:7][O:6][C:5]1[CH:21]=[C:22]([C:25]([NH:27][C:28]3[C:29]([CH3:34])=[N:30][CH:31]=[CH:32][CH:33]=3)=[O:26])[CH:23]=[CH:24][C:4]2=1)[CH3:2].[CH2:35]([C@@:37]12[CH2:47][CH:46]=[C:45]([C:48]3[CH:53]=[CH:52][CH:51]=[CH:50][CH:49]=3)[CH2:44][C@@H:43]1[CH2:42][CH2:41][O:40][C:39]1[CH:55]=[C:56]([C:59]([NH:61][C:62]3[C:63]([CH3:68])=[N:64][CH:65]=[CH:66][CH:67]=3)=[O:60])[CH:57]=[CH:58][C:38]2=1)[CH3:36], predict the reactants needed to synthesize it. The reactants are: [CH2:1]([C@:3]12[CH2:13][CH2:12][C@:11](O)([C:14]3[CH:19]=[CH:18][CH:17]=[CH:16][CH:15]=3)[CH2:10][C@H:9]1[CH2:8][CH2:7][O:6][C:5]1[CH:21]=[C:22]([C:25]([NH:27][C:28]3[C:29]([CH3:34])=[N:30][CH:31]=[CH:32][CH:33]=3)=[O:26])[CH:23]=[CH:24][C:4]2=1)[CH3:2].[CH2:35]([C@@:37]12[CH2:47][CH2:46][C@@:45](O)([C:48]3[CH:53]=[CH:52][CH:51]=[CH:50][CH:49]=3)[CH2:44][C@@H:43]1[CH2:42][CH2:41][O:40][C:39]1[CH:55]=[C:56]([C:59]([NH:61][C:62]3[C:63]([CH3:68])=[N:64][CH:65]=[CH:66][CH:67]=3)=[O:60])[CH:57]=[CH:58][C:38]2=1)[CH3:36].OS([O-])(=O)=O.[K+].O.CC1C=CC(S(O)(=O)=O)=CC=1.